This data is from Reaction yield outcomes from USPTO patents with 853,638 reactions. The task is: Predict the reaction yield, written as a fraction of the theoretical maximum amount of product (1.0 means a 100% yield; for example, 0.34 means a 34% yield). (1) The reactants are [NH:1]1[CH:5]=[C:4]([C:6]2[C:7]([NH2:13])=[N:8][C:9]([NH2:12])=[CH:10][CH:11]=2)[CH:3]=[N:2]1.[H-].[Na+].[CH2:16]([O:23][C:24]1[CH:29]=[CH:28][C:27]([CH2:30]Cl)=[CH:26][N:25]=1)[C:17]1[CH:22]=[CH:21][CH:20]=[CH:19][CH:18]=1. The catalyst is CN(C)C=O. The product is [CH2:16]([O:23][C:24]1[N:25]=[CH:26][C:27]([CH2:30][N:1]2[CH:5]=[C:4]([C:6]3[C:7]([NH2:13])=[N:8][C:9]([NH2:12])=[CH:10][CH:11]=3)[CH:3]=[N:2]2)=[CH:28][CH:29]=1)[C:17]1[CH:18]=[CH:19][CH:20]=[CH:21][CH:22]=1. The yield is 0.430. (2) The reactants are [Li+].C[Si]([N-][Si](C)(C)C)(C)C.F[C:12]1[N:17]=[CH:16][C:15]([CH2:18][N:19]2[CH2:24][CH2:23][N:22]([C:25]([O:27][C:28]([CH3:31])([CH3:30])[CH3:29])=[O:26])[CH2:21][CH2:20]2)=[CH:14][C:13]=1[C:32]1[N:37]=[C:36]([CH3:38])[N:35]=[C:34]([S:39][CH3:40])[N:33]=1.[NH2:41][C:42]1[CH:43]=[CH:44][C:45]([O:48][CH3:49])=[N:46][CH:47]=1.C1COCC1. The catalyst is [NH4+].[Cl-].O.C(OCC)(=O)C. The product is [CH3:49][O:48][C:45]1[N:46]=[CH:47][C:42]([NH:41][C:12]2[N:17]=[CH:16][C:15]([CH2:18][N:19]3[CH2:24][CH2:23][N:22]([C:25]([O:27][C:28]([CH3:31])([CH3:30])[CH3:29])=[O:26])[CH2:21][CH2:20]3)=[CH:14][C:13]=2[C:32]2[N:37]=[C:36]([CH3:38])[N:35]=[C:34]([S:39][CH3:40])[N:33]=2)=[CH:43][CH:44]=1. The yield is 0.490. (3) The reactants are [CH:1]([O:4][P:5]([CH2:11][O:12][CH2:13][N:14]1[C:22]([CH2:23][CH2:24][CH2:25][O:26]C(C2C=CC=CC=2)(C2C=CC=CC=2)C2(OC)C=CC=CC2)=[N:21][C:20]2[C:15]1=[N:16][C:17]([C:51]([C:64]1[CH:69]=[CH:68][CH:67]=[CH:66][CH:65]=1)([C:58]1[CH:63]=[CH:62][CH:61]=[CH:60][CH:59]=1)[C:52]1[CH:57]=[CH:56][CH:55]=[CH:54][CH:53]=1)=[N:18][C:19]=2[NH:48][O:49][CH3:50])([O:7][CH:8]([CH3:10])[CH3:9])=[O:6])([CH3:3])[CH3:2].Cl.[OH-].[Na+]. The catalyst is C(#N)C.O. The product is [CH:8]([O:7][P:5]([CH2:11][O:12][CH2:13][N:14]1[C:22]([CH2:23][CH2:24][CH2:25][OH:26])=[N:21][C:20]2[C:15]1=[N:16][C:17]([C:51]([C:52]1[CH:53]=[CH:54][CH:55]=[CH:56][CH:57]=1)([C:64]1[CH:65]=[CH:66][CH:67]=[CH:68][CH:69]=1)[C:58]1[CH:59]=[CH:60][CH:61]=[CH:62][CH:63]=1)=[N:18][C:19]=2[NH:48][O:49][CH3:50])([O:4][CH:1]([CH3:3])[CH3:2])=[O:6])([CH3:9])[CH3:10]. The yield is 0.170. (4) The reactants are [N+:1]([O-:4])(O)=[O:2].[CH3:5][CH:6]1[CH2:14][C:13]2[C:8](=[CH:9][CH:10]=[C:11]([NH:15][C:16](=[O:18])[CH3:17])[CH:12]=2)[CH2:7]1. The catalyst is C(O)(C(F)(F)F)=O. The product is [CH3:5][CH:6]1[CH2:14][C:13]2[C:8](=[CH:9][C:10]([N+:1]([O-:4])=[O:2])=[C:11]([NH:15][C:16](=[O:18])[CH3:17])[CH:12]=2)[CH2:7]1. The yield is 0.960. (5) The reactants are [NH2:1][C:2]1[CH:10]=[C:9]([I:11])[CH:8]=[CH:7][C:3]=1[C:4]([NH2:6])=[O:5].[C:12](OCC)(=O)[C:13]([O:15][CH2:16][CH3:17])=[O:14]. The catalyst is C(O)(=O)C.O. The product is [I:11][C:9]1[CH:10]=[C:2]2[C:3]([C:4](=[O:5])[NH:6][C:12]([C:13]([O:15][CH2:16][CH3:17])=[O:14])=[N:1]2)=[CH:7][CH:8]=1. The yield is 0.760. (6) The reactants are C[C:2]([CH3:5])([O-:4])C.[K+].[Br:7][C:8]1[N:13]=[CH:12][C:11]([CH:14]=O)=[CH:10][CH:9]=1.C1C[O:19][CH2:18][CH2:17]1. No catalyst specified. The product is [Br:7][C:8]1[N:13]=[CH:12][C:11](/[CH:14]=[CH:17]/[C:18]([O:4][CH2:2][CH3:5])=[O:19])=[CH:10][CH:9]=1. The yield is 0.729. (7) The reactants are [CH:1]([C:4]1[C:8]([CH2:9][CH2:10][CH2:11][OH:12])=[CH:7][N:6]([C:13]2[CH:18]=[CH:17][C:16]([C:19]([F:22])([F:21])[F:20])=[CH:15][N:14]=2)[N:5]=1)([CH3:3])[CH3:2].[CH2:23]([N:25]1[C:29](O)=[C:28]([CH2:31][C:32]([O:34]CC)=[O:33])[CH:27]=[N:26]1)[CH3:24].C(P(CCCC)CCCC)CCC.N(C(N1CCCCC1)=O)=NC(N1CCCCC1)=O. The catalyst is O1CCCC1. The product is [CH2:23]([N:25]1[C:29]([O:12][CH2:11][CH2:10][CH2:9][C:8]2[C:4]([CH:1]([CH3:3])[CH3:2])=[N:5][N:6]([C:13]3[CH:18]=[CH:17][C:16]([C:19]([F:21])([F:20])[F:22])=[CH:15][N:14]=3)[CH:7]=2)=[C:28]([CH2:31][C:32]([OH:34])=[O:33])[CH:27]=[N:26]1)[CH3:24]. The yield is 0.250.